Dataset: Full USPTO retrosynthesis dataset with 1.9M reactions from patents (1976-2016). Task: Predict the reactants needed to synthesize the given product. (1) Given the product [CH3:40][O:39][C:38]1[C:30]([C:9]([C:11]2[NH:15][C:14]3[CH:24]=[CH:25][C:26]([C:28]#[N:29])=[CH:27][C:13]=3[N:12]=2)([NH:8][CH3:6])[CH3:10])=[C:31]2[C:35](=[C:36]([CH3:41])[CH:37]=1)[NH:34][CH:33]=[CH:32]2, predict the reactants needed to synthesize it. The reactants are: C(O[C:6]([N:8](C)[C:9]([C:30]1[C:38]([O:39][CH3:40])=[CH:37][C:36]([CH3:41])=[C:35]2[C:31]=1[CH:32]=[CH:33][N:34]2C(OC(C)(C)C)=O)([C:11]1[N:15](COCC[Si](C)(C)C)[C:14]2[CH:24]=[CH:25][C:26]([C:28]#[N:29])=[CH:27][C:13]=2[N:12]=1)[CH3:10])=O)(C)(C)C.C(OC(N(C)C(C1C(OC)=CC(C)=C2C=1C=CN2C(OC(C)(C)C)=O)(C1N(COCC[Si](C)(C)C)C2C=C(C#N)C=CC=2N=1)C)=O)(C)(C)C.Cl.O1CCOCC1.C(=O)([O-])[O-].[Cs+].[Cs+]. (2) Given the product [CH:1]1([C:6]2([CH2:14][CH2:15][C:16]3[CH:21]=[CH:20][C:19]([OH:22])=[C:18]([CH:26]([CH3:28])[CH3:27])[CH:17]=3)[O:7][C:8](=[O:13])[CH2:9][C:10](=[O:12])[CH2:11]2)[CH2:5][CH2:4][CH2:3][CH2:2]1, predict the reactants needed to synthesize it. The reactants are: [CH:1]1([C:6]2([CH2:14][CH2:15][C:16]3[CH:21]=[CH:20][C:19]([O:22]C(=O)C)=[C:18]([CH:26]([CH3:28])[CH3:27])[CH:17]=3)[CH2:11][C:10](=[O:12])[CH2:9][C:8](=[O:13])[O:7]2)[CH2:5][CH2:4][CH2:3][CH2:2]1.C1(C2(CCC3C=CC(OC(=O)C)=C(CC)C=3)CC(=O)CC(=O)O2)CCCC1. (3) Given the product [CH3:1][S:2]([CH2:5][C:6]1[CH:7]=[C:8]([NH2:12])[CH:9]=[CH:10][CH:11]=1)(=[O:3])=[O:4], predict the reactants needed to synthesize it. The reactants are: [CH3:1][S:2]([CH2:5][C:6]1[CH:11]=[CH:10][CH:9]=[C:8]([N+:12]([O-])=O)[CH:7]=1)(=[O:4])=[O:3]. (4) Given the product [CH2:1]([O:3][C:4](=[O:22])[C:5]1[CH:10]=[CH:9][C:8]([NH:11][C:12]([O:14][C:15]([CH3:17])([CH3:16])[CH3:18])=[O:13])=[C:7]([NH2:19])[CH:6]=1)[CH3:2], predict the reactants needed to synthesize it. The reactants are: [CH2:1]([O:3][C:4](=[O:22])[C:5]1[CH:10]=[CH:9][C:8]([NH:11][C:12]([O:14][C:15]([CH3:18])([CH3:17])[CH3:16])=[O:13])=[C:7]([N+:19]([O-])=O)[CH:6]=1)[CH3:2].